Predict the product of the given reaction. From a dataset of Forward reaction prediction with 1.9M reactions from USPTO patents (1976-2016). (1) Given the reactants [C:1]([CH2:3][C:4]1([N:15]2[CH:19]=[C:18]([C:20]3[N:25]4[CH:26]=[CH:27][N:28]=[C:24]4[CH:23]=[C:22]([CH:29]4[CH2:31][CH2:30]4)[N:21]=3)[CH:17]=[N:16]2)[CH2:7][N:6](C(OC(C)(C)C)=O)[CH2:5]1)#[N:2].[ClH:32], predict the reaction product. The product is: [ClH:32].[ClH:32].[ClH:32].[CH:29]1([C:22]2[N:21]=[C:20]([C:18]3[CH:17]=[N:16][N:15]([C:4]4([CH2:3][C:1]#[N:2])[CH2:7][NH:6][CH2:5]4)[CH:19]=3)[N:25]3[CH:26]=[CH:27][N:28]=[C:24]3[CH:23]=2)[CH2:31][CH2:30]1. (2) Given the reactants Cl[C:2]1[CH:7]=[C:6]([Cl:8])[N:5]=[C:4]([O:9][CH3:10])[N:3]=1.[Cl:11][C:12]1[CH:17]=[C:16]([Cl:18])[CH:15]=[CH:14][C:13]=1[CH2:19][CH2:20][NH2:21].C([O-])([O-])=O.[Na+].[Na+].O, predict the reaction product. The product is: [Cl:8][C:6]1[N:5]=[C:4]([O:9][CH3:10])[N:3]=[C:2]([NH:21][CH2:20][CH2:19][C:13]2[CH:14]=[CH:15][C:16]([Cl:18])=[CH:17][C:12]=2[Cl:11])[CH:7]=1. (3) Given the reactants [CH2:1]([O:8][C:9]1[CH:14]=[C:13]([CH3:15])[N:12]=[C:11]([CH3:16])[C:10]=1[CH2:17][OH:18])[C:2]1[CH:7]=[CH:6][CH:5]=[CH:4][CH:3]=1.CC(OI1(OC(C)=O)(OC(C)=O)OC(=O)C2C=CC=CC1=2)=O.C(=O)(O)[O-].[Na+].S([O-])([O-])(=O)=S.[Na+].[Na+], predict the reaction product. The product is: [CH2:1]([O:8][C:9]1[CH:14]=[C:13]([CH3:15])[N:12]=[C:11]([CH3:16])[C:10]=1[CH:17]=[O:18])[C:2]1[CH:3]=[CH:4][CH:5]=[CH:6][CH:7]=1.